Dataset: Peptide-MHC class II binding affinity with 134,281 pairs from IEDB. Task: Regression. Given a peptide amino acid sequence and an MHC pseudo amino acid sequence, predict their binding affinity value. This is MHC class II binding data. (1) The binding affinity (normalized) is 0.267. The MHC is HLA-DQA10401-DQB10402 with pseudo-sequence HLA-DQA10401-DQB10402. The peptide sequence is WIELKESWGAVWRID. (2) The peptide sequence is RGIVKENIIDLTKIDR. The MHC is DRB1_1101 with pseudo-sequence DRB1_1101. The binding affinity (normalized) is 0.239.